Task: Regression/Classification. Given a drug SMILES string, predict its absorption, distribution, metabolism, or excretion properties. Task type varies by dataset: regression for continuous measurements (e.g., permeability, clearance, half-life) or binary classification for categorical outcomes (e.g., BBB penetration, CYP inhibition). Dataset: cyp2d6_veith.. Dataset: CYP2D6 inhibition data for predicting drug metabolism from PubChem BioAssay (1) The molecule is CN(C)C(=C(C#N)C#N)N1CCN(c2ccc(Cl)c(Cl)c2)CC1. The result is 1 (inhibitor). (2) The drug is COc1ccc2cc3cc(C(=O)Nc4ccc5c(c4)OCO5)oc3nc2c1. The result is 0 (non-inhibitor). (3) The compound is COC(=O)c1cn(NC(=O)c2cccc(OC)c2)c(=O)c2ccccc12. The result is 1 (inhibitor). (4) The drug is COc1ccccc1CN1CCC2(CC1)CCN(S(=O)(=O)c1ccccc1)CC2. The result is 1 (inhibitor). (5) The compound is N=C(N)CCNC(=O)[C@@H]1CCC(N)=N1.O=S(=O)(O)O. The result is 0 (non-inhibitor). (6) The molecule is C[C@@H](CN1CCC(Cc2ccccc2)CC1)[C@H](O)c1ccc(O)cc1. The result is 1 (inhibitor). (7) The compound is Cc1cccc(N2CCN(C(=O)CSCc3c(C)noc3C)CC2)c1C. The result is 0 (non-inhibitor). (8) The compound is COc1ccccc1CNc1nc(-c2ccc3c(c2)OCO3)nc2ccccc12. The result is 1 (inhibitor).